Predict which catalyst facilitates the given reaction. From a dataset of Catalyst prediction with 721,799 reactions and 888 catalyst types from USPTO. (1) Reactant: [F:1][C:2]1[CH:3]=[C:4]([CH:29]=[CH:30][CH:31]=1)[CH2:5][N:6]1[C:14]2[C:9](=[CH:10][C:11]([NH:15][C:16]3[C:25]4[C:20](=[CH:21][CH:22]=[C:23]([N+:26]([O-])=O)[CH:24]=4)[N:19]=[CH:18][N:17]=3)=[CH:12][CH:13]=2)[CH:8]=[N:7]1.Cl.[OH-].[Na+]. Product: [F:1][C:2]1[CH:3]=[C:4]([CH:29]=[CH:30][CH:31]=1)[CH2:5][N:6]1[C:14]2[C:9](=[CH:10][C:11]([NH:15][C:16]3[C:25]4[C:20](=[CH:21][CH:22]=[C:23]([NH2:26])[CH:24]=4)[N:19]=[CH:18][N:17]=3)=[CH:12][CH:13]=2)[CH:8]=[N:7]1. The catalyst class is: 447. (2) Reactant: [OH:1][CH:2]([C:20]1[CH:25]=[CH:24][C:23]([O:26][C:27]2[CH:32]=[CH:31][CH:30]=[CH:29][CH:28]=2)=[CH:22][CH:21]=1)[CH:3]([CH2:9][C:10]1[CH:15]=[CH:14][C:13]([C:16]([F:19])([F:18])[F:17])=[CH:12][CH:11]=1)[C:4]([O:6]CC)=[O:5].[OH-].[Na+].Cl. Product: [OH:1][CH:2]([C:20]1[CH:21]=[CH:22][C:23]([O:26][C:27]2[CH:28]=[CH:29][CH:30]=[CH:31][CH:32]=2)=[CH:24][CH:25]=1)[CH:3]([CH2:9][C:10]1[CH:11]=[CH:12][C:13]([C:16]([F:18])([F:19])[F:17])=[CH:14][CH:15]=1)[C:4]([OH:6])=[O:5]. The catalyst class is: 5. (3) Reactant: [CH3:1][C:2]1[CH:3]=[C:4]([CH:8]=[C:9]([C:11]2[O:19][C:18]3[C:13](=[N:14][CH:15]=[CH:16][C:17]=3[C:20]3[CH:25]=[CH:24][CH:23]=[CH:22][CH:21]=3)[CH:12]=2)[CH:10]=1)[C:5](O)=[O:6].Cl.CN(C)CCCN=C=NCC.CN1CCOCC1.[NH2:45][C:46]([CH3:50])([CH3:49])[CH2:47][OH:48]. The catalyst class is: 35. Product: [OH:48][CH2:47][C:46]([NH:45][C:5](=[O:6])[C:4]1[CH:8]=[C:9]([C:11]2[O:19][C:18]3[C:13](=[N:14][CH:15]=[CH:16][C:17]=3[C:20]3[CH:21]=[CH:22][CH:23]=[CH:24][CH:25]=3)[CH:12]=2)[CH:10]=[C:2]([CH3:1])[CH:3]=1)([CH3:50])[CH3:49]. (4) Reactant: [C:1]([N:5]1[C:9](=[O:10])[C:8](Cl)=[C:7]([C:12]2[CH:17]=[CH:16][CH:15]=[CH:14][CH:13]=2)[S:6]1(=[O:19])=[O:18])([CH3:4])([CH3:3])[CH3:2].[N:20]1([C:27]2[CH:32]=[CH:31][C:30]([NH2:33])=[CH:29][CH:28]=2)[CH2:26][CH2:25][CH2:24][CH2:23][CH2:22][CH2:21]1. Product: [N:20]1([C:27]2[CH:28]=[CH:29][C:30]([NH:33][C:8]3[C:9](=[O:10])[N:5]([C:1]([CH3:4])([CH3:3])[CH3:2])[S:6](=[O:19])(=[O:18])[C:7]=3[C:12]3[CH:17]=[CH:16][CH:15]=[CH:14][CH:13]=3)=[CH:31][CH:32]=2)[CH2:26][CH2:25][CH2:24][CH2:23][CH2:22][CH2:21]1. The catalyst class is: 23. (5) Reactant: [F:1][C:2]([F:15])([F:14])[C:3]1[CH:4]=[C:5]([CH:10]=[CH:11][C:12]=1[CH3:13])[C:6]([O:8][CH3:9])=[O:7].[Br:16]N1C(=O)CCC1=O.C(OOCC1C=CC=CC=1)C1C=CC=CC=1. Product: [Br:16][CH2:13][C:12]1[CH:11]=[CH:10][C:5]([C:6]([O:8][CH3:9])=[O:7])=[CH:4][C:3]=1[C:2]([F:14])([F:15])[F:1]. The catalyst class is: 53.